Dataset: Experimentally validated miRNA-target interactions with 360,000+ pairs, plus equal number of negative samples. Task: Binary Classification. Given a miRNA mature sequence and a target amino acid sequence, predict their likelihood of interaction. (1) The miRNA is hsa-miR-4534 with sequence GGAUGGAGGAGGGGUCU. Result: 1 (interaction). The protein sequence of the target gene is MEPIYEEYLANHGTIVKPYYWLSFSLDCSNCPYHIRTGEEARVSLTEFCQIFGFPYGTTFPQTKHLTFYELKTSSGSLVQKGHASSCTGNYIHPESMLFEMNGYLDSAIYNNDSIRHIILYSNNSPCNEANHCCISKMYNFLITYPGITLSIYFSQLYHTEMDFPASAWNREALRSLASLWPRVVLSPISGGIWHSVLHSFISGVSGSHVFQPILTGRALADRHNAYEINAITGVKPYFTDVLLQTKRNPNTKAQEALESYPLNNAFPGQFFQMPSGQLQPNLPPDLRAPVVFVLVPLRD.... (2) The miRNA is hsa-miR-1537-5p with sequence AGCUGUAAUUAGUCAGUUUUCU. The protein sequence of the target gene is MSTTLLSPFYDIDFLCKTEKSLANLNLNNMLDKKAVGTPVAAAPSSSFTPGFLRRHSASNLHALAHPVPSPGSCSPKFPGAPNGGGSSCGPAGGGGLASYGQLKEPSGGSGTALVTKESKFRDRSFSENGERSQHLLHLQQQQKGGSGSQINSTRYKTELCRPFEESGTCKYGEKCQFAHGFHELRSLTRHPKYKTELCRTFHTIGFCPYGPRCHFIHNADERRPAPSGGGGASGDLRAFGARDALHLGFAREPRPKLHHSLSFSGFPSGHHQPPGGLESPLLLDSPTSRTPPPPSSSAS.... Result: 0 (no interaction). (3) The miRNA is hsa-miR-92b-3p with sequence UAUUGCACUCGUCCCGGCCUCC. The protein sequence of the target gene is MYEGKHIHFSEVDNKPLCSYSPKLCKQRRLNGYAFCIRHVLEDKTAPFKQCEYVAKYNSQRCTNPIPKSEDRRYCNSHLQVLGFIPKKERKKKTDPVDEVKARHQMDAMAFSLTVPTLALKMPNGLDSMSLSPPGARVPLHYLDTELEDPFAFNEEDDDLKKGVTVRKKLQSKLAQNRQRQRETEILKVRQEHFSTPPTPPQQHTHLSPLSTSLKPPAPPQGSVCKSPQPQNTSLPMQGVAPTTHSIAQIRQASHKRPLPLLPSSRAPISDAPRTDRILMKAAAFSPHLSCISRLQRLVK.... Result: 0 (no interaction). (4) Result: 1 (interaction). The miRNA is hsa-miR-7106-5p with sequence UGGGAGGAGGGGAUCUUGGG. The protein sequence of the target gene is MPLGLGRRKKAPPLVENEEAEPGRGGLGVGEPGPLGGGGSGGPQMGLPPPPPALRPRLVFHTQLAHGSPTGRIEGFTNVKELYGKIAEAFRLPTAEVMFCTLNTHKVDMDKLLGGQIGLEDFIFAHVKGQRKEVEVFKSEDALGLTITDNGAGYAFIKRIKEGSVIDHIHLISVGDMIEAINGQSLLGCRHYEVARLLKELPRGRTFTLKLTEPRKAFDMISQRSAGGRPGSGPQLGTGRGTLRLRSRGPATVEDLPSAFEEKAIEKVDDLLESYMGIRDTELAATMVELGKDKRNPDEL.... (5) The miRNA is hsa-miR-132-3p with sequence UAACAGUCUACAGCCAUGGUCG. The protein sequence of the target gene is MLGNSAPGPATREAGSALLALQQTALQEDQENINPEKAAPVQQPRTRAALAVLKSGNPRGLAQQQRPKTRRVAPLKDLPVNDEHVTVPPWKANSKQPAFTIHVDEAEKEAQKKPAESQKIEREDALAFNSAISLPGPRKPLVPLDYPMDGSFESPHTMDMSIILEDEKPVSVNEVPDYHEDIHTYLREMEVKCKPKVGYMKKQPDITNSMRAILVDWLVEVGEEYKLQNETLHLAVNYIDRFLSSMSVLRGKLQLVGTAAMLLASKFEEIYPPEVAEFVYITDDTYTKKQVLRMEHLVLK.... Result: 1 (interaction). (6) The miRNA is hsa-miR-4731-5p with sequence UGCUGGGGGCCACAUGAGUGUG. The protein sequence of the target gene is MVEMEQAEAQLSELDLLASMFPSENELIVNDQLALAELKDCIEKRTMEGRSSQVYFTINVSLDLSEAAVVTFSLSCILPFKYPTVLPEITVRSVSLSRSQQTQLNTDLIAYLQKNCLGDVCILNATEWVKEHAFDYVNIEALPSPARQSTAQPEDLAFTRLWIYSHHIYNKCKRRNILEWAKELSLTGFSMPGKPGVVCVEGPQSACEEFWSRLRKLNWKRILIRHREDIPLDGTAGGMEGQRKFPILEEKAFSVHGARGNHMDFGQLYQFLNARGCGDVFQMFFGVEGQ. Result: 0 (no interaction). (7) The protein sequence of the target gene is MSSFDLPAPSPPRCSPQFPSIGQEPPEMNLYYENFFHPQGVPSPQRPSFEGGGEYGATPNPYLWFNGPTMTPPPYLPGPNASPFLPQAYGVQRPLLPSVSGLGGSDLGWLPIPSQEELMKLVRPPYSYSALIAMAIHGAPDKRLTLSQIYQYVADNFPFYNKSKAGWQNSIRHNLSLNDCFKKVPRDEDDPGKGNYWTLDPNCEKMFDNGNFRRKRKRKSDVSSSTASLALEKTESSLPVDSPKTTEPQDILDGASPGGTTSSPEKRPSPPPSGAPCLNSFLSSMTAYVSGGSPTSHPLV.... The miRNA is hsa-miR-663b with sequence GGUGGCCCGGCCGUGCCUGAGG. Result: 0 (no interaction). (8) The protein sequence of the target gene is MLVCYSVLACEILWDLPCSIMGSPLGHFTWDKYLKETCSVPAPVHCFKQSYTPPSNEFKISMKLEAQDPRNTTSTCIATVVGLTGARLRLRLDGSDNKNDFWRLVDSAEIQPIGNCEKNGGMLQPPLGFRLNASSWPMFLLKTLNGAEMAPIRIFHKEPPSPSHNFFKMGMKLEAVDRKNPHFICPATIGEVRGSEVLVTFDGWRGAFDYWCRFDSRDIFPVGWCSLTGDNLQPPGTKVVIPKNPYPASDVNTEKPSIHSSTKTVLEHQPGQRGRKPGKKRGRTPKTLISHPISAPSKTA.... Result: 1 (interaction). The miRNA is hsa-miR-10b-5p with sequence UACCCUGUAGAACCGAAUUUGUG. (9) The miRNA is hsa-miR-6508-3p with sequence UGGGCCAUGCAUUUCUAGAACU. The protein sequence of the target gene is MPAMPSSGPGDTSSSAAEREEDRKDGEEQEEPRGKEERQEPSTTARKVGRPGRKRKHPPVESGDTPKDPAVISKSPSMAQDSGASELLPNGDLEKRSEPQPEEGSPAGGQKGGAPAEGEGAAETLPEASRAVENGCCTPKEGRGAPAEAGKEQKETNIESMKMEGSRGRLRGGLGWESSLRQRPMPRLTFQAGDPYYISKRKRDEWLARWKREAEKKAKVIAGMNAVEENQGPGESQKVEEASPPAVQQPTDPASPTVATTPEPVGSDAGDKNATKAGDDEPEYEDGRGFGIGELVWGKL.... Result: 1 (interaction). (10) The miRNA is hsa-miR-6848-3p with sequence GUGGUCUCUUGGCCCCCAG. The protein sequence of the target gene is MKGGCVSQWKAAAGFLFCVMVFASAERPVFTNHFLVELHKGGEDKARQVAAEHGFGVRKLPFAEGLYHFYHNGLAKAKRRRSLHHKQQLERDPRVKMALQQEGFDRKKRGYRDINEIDINMNDPLFTKQWYLINTGQADGTPGLDLNVAEAWELGYTGKGVTIGIMDDGIDYLHPDLASNYNAEASYDFSSNDPYPYPRYTDDWFNSHGTRCAGEVSAAANNNICGVGVAYNSKVAGIRMLDQPFMTDIIEASSISHMPQLIDIYSASWGPTDNGKTVDGPRELTLQAMADGVNKGRGGK.... Result: 1 (interaction).